From a dataset of Retrosynthesis with 50K atom-mapped reactions and 10 reaction types from USPTO. Predict the reactants needed to synthesize the given product. (1) Given the product CCOC(=O)c1c(CC(=O)O)[nH]c(C(=O)OC(C)(C)C)c1C, predict the reactants needed to synthesize it. The reactants are: CCOC(=O)Cc1[nH]c(C(=O)OC(C)(C)C)c(C)c1C(=O)OCC. (2) Given the product O=C(NC(Cc1ccc(C(F)(F)F)cc1)C(O)c1ccc(F)cc1)c1cccc(Oc2ccccc2)c1, predict the reactants needed to synthesize it. The reactants are: NC(Cc1ccc(C(F)(F)F)cc1)C(O)c1ccc(F)cc1.O=C(O)c1cccc(Oc2ccccc2)c1. (3) Given the product C[C@]12CCC3=C(CCc4cc(O)ccc43)[C@@H]1CCC2=O, predict the reactants needed to synthesize it. The reactants are: C[C@]12CCC3=C(CCc4cc(O)ccc43)C1=CCC2=O.